From a dataset of Catalyst prediction with 721,799 reactions and 888 catalyst types from USPTO. Predict which catalyst facilitates the given reaction. (1) Reactant: [F:1][C:2]1[CH:7]=[C:6]([N+:8]([O-:10])=[O:9])[CH:5]=[CH:4][C:3]=1[N:11]1[CH2:16][CH2:15][C:14](=[O:17])[CH2:13][CH2:12]1.C(N(CC)CC)C.FC(F)(F)S(O[Si:31]([CH3:34])([CH3:33])[CH3:32])(=O)=O.O. Product: [F:1][C:2]1[CH:7]=[C:6]([N+:8]([O-:10])=[O:9])[CH:5]=[CH:4][C:3]=1[N:11]1[CH2:12][CH:13]=[C:14]([O:17][Si:31]([CH3:34])([CH3:33])[CH3:32])[CH2:15][CH2:16]1. The catalyst class is: 11. (2) Reactant: [C:1]([C:4]1[CH:11]=[CH:10][C:7]([CH:8]=[O:9])=[CH:6][CH:5]=1)([OH:3])=[O:2].C(OC(O[C:15]([CH3:18])([CH3:17])[CH3:16])=O)(O[C:15]([CH3:18])([CH3:17])[CH3:16])=O.C(O)(C)(C)C.O. Product: [CH:8]([C:7]1[CH:10]=[CH:11][C:4]([C:1]([O:3][C:15]([CH3:18])([CH3:17])[CH3:16])=[O:2])=[CH:5][CH:6]=1)=[O:9]. The catalyst class is: 468. (3) Reactant: [F:1][C:2]1[CH:3]=[CH:4][C:5]([NH:11][CH2:12][C:13]([F:16])([F:15])[F:14])=[C:6]([CH:10]=1)[C:7]([OH:9])=O.[CH3:17][C:18]([NH2:22])([C:20]#[CH:21])[CH3:19].CCN=C=NCCCN(C)C.CCN(C(C)C)C(C)C.C1C=CC2N(O)N=NC=2C=1. Product: [F:1][C:2]1[CH:3]=[CH:4][C:5]([NH:11][CH2:12][C:13]([F:16])([F:15])[F:14])=[C:6]([CH:10]=1)[C:7]([NH:22][C:18]([CH3:19])([C:20]#[CH:21])[CH3:17])=[O:9]. The catalyst class is: 2.